Dataset: NCI-60 drug combinations with 297,098 pairs across 59 cell lines. Task: Regression. Given two drug SMILES strings and cell line genomic features, predict the synergy score measuring deviation from expected non-interaction effect. (1) Drug 1: CNC(=O)C1=CC=CC=C1SC2=CC3=C(C=C2)C(=NN3)C=CC4=CC=CC=N4. Drug 2: CNC(=O)C1=NC=CC(=C1)OC2=CC=C(C=C2)NC(=O)NC3=CC(=C(C=C3)Cl)C(F)(F)F. Cell line: MOLT-4. Synergy scores: CSS=43.5, Synergy_ZIP=-7.15, Synergy_Bliss=-2.99, Synergy_Loewe=-6.24, Synergy_HSA=-1.09. (2) Drug 1: CCC1(C2=C(COC1=O)C(=O)N3CC4=CC5=C(C=CC(=C5CN(C)C)O)N=C4C3=C2)O.Cl. Drug 2: B(C(CC(C)C)NC(=O)C(CC1=CC=CC=C1)NC(=O)C2=NC=CN=C2)(O)O. Cell line: 786-0. Synergy scores: CSS=79.9, Synergy_ZIP=0.619, Synergy_Bliss=0.550, Synergy_Loewe=-5.12, Synergy_HSA=0.107. (3) Drug 1: CN1C(=O)N2C=NC(=C2N=N1)C(=O)N. Drug 2: CN(CCCl)CCCl.Cl. Cell line: HCT116. Synergy scores: CSS=56.6, Synergy_ZIP=-6.81, Synergy_Bliss=-5.07, Synergy_Loewe=-5.37, Synergy_HSA=0.954. (4) Drug 1: C1CCC(CC1)NC(=O)N(CCCl)N=O. Drug 2: COC1=NC(=NC2=C1N=CN2C3C(C(C(O3)CO)O)O)N. Cell line: HCT-15. Synergy scores: CSS=34.1, Synergy_ZIP=7.41, Synergy_Bliss=11.6, Synergy_Loewe=0.189, Synergy_HSA=8.54. (5) Drug 1: CCC(=C(C1=CC=CC=C1)C2=CC=C(C=C2)OCCN(C)C)C3=CC=CC=C3.C(C(=O)O)C(CC(=O)O)(C(=O)O)O. Cell line: PC-3. Drug 2: CC(C)NC(=O)C1=CC=C(C=C1)CNNC.Cl. Synergy scores: CSS=1.18, Synergy_ZIP=-3.29, Synergy_Bliss=-7.37, Synergy_Loewe=-4.96, Synergy_HSA=-4.91.